From a dataset of Full USPTO retrosynthesis dataset with 1.9M reactions from patents (1976-2016). Predict the reactants needed to synthesize the given product. (1) Given the product [C:1]([O:5][C:6](=[O:16])[NH:7][C:8]1[CH:13]=[CH:12][C:11]([I:14])=[CH:10][C:9]=1[NH:15][C:20](=[O:19])[CH2:21][C:22]([C:24]1[CH:29]=[CH:28][CH:27]=[C:26]([C:30]#[N:31])[CH:25]=1)=[O:23])([CH3:4])([CH3:2])[CH3:3], predict the reactants needed to synthesize it. The reactants are: [C:1]([O:5][C:6](=[O:16])[NH:7][C:8]1[CH:13]=[CH:12][C:11]([I:14])=[CH:10][C:9]=1[NH2:15])([CH3:4])([CH3:3])[CH3:2].C([O:19][C:20](=O)[CH2:21][C:22]([C:24]1[CH:29]=[CH:28][CH:27]=[C:26]([C:30]#[N:31])[CH:25]=1)=[O:23])C. (2) Given the product [C:1]([N:5]([CH2:11][O:18][CH3:15])[CH2:6][Si:7]([CH3:10])([CH3:9])[CH3:8])([CH3:4])([CH3:3])[CH3:2], predict the reactants needed to synthesize it. The reactants are: [C:1]([NH:5][CH2:6][Si:7]([CH3:10])([CH3:9])[CH3:8])([CH3:4])([CH3:3])[CH3:2].[CH2:11]=O.CO.[C:15](=[O:18])([O-])[O-].[K+].[K+]. (3) Given the product [Cl:21][C:22]1[CH:29]=[C:28]([Cl:30])[CH:27]=[CH:26][C:23]=1[CH2:24][NH:25][C:2]1[N:7]2[N:8]=[CH:9][CH:10]=[C:6]2[N:5]=[C:4]([C:11]2[CH:20]=[CH:19][C:14]([C:15]([O:17][CH3:18])=[O:16])=[CH:13][CH:12]=2)[CH:3]=1, predict the reactants needed to synthesize it. The reactants are: Cl[C:2]1[N:7]2[N:8]=[CH:9][CH:10]=[C:6]2[N:5]=[C:4]([C:11]2[CH:20]=[CH:19][C:14]([C:15]([O:17][CH3:18])=[O:16])=[CH:13][CH:12]=2)[CH:3]=1.[Cl:21][C:22]1[CH:29]=[C:28]([Cl:30])[CH:27]=[CH:26][C:23]=1[CH2:24][NH2:25].C(N(C(C)C)CC)(C)C.C(Cl)(Cl)Cl. (4) Given the product [CH3:12][C:10]1[CH:9]=[C:8]([CH3:13])[C:7]2[O:14][CH:2]([C:15]3[CH:20]=[CH:19][CH:18]=[CH:17][CH:16]=3)[C:3](=[O:4])[NH:5][C:6]=2[CH:11]=1, predict the reactants needed to synthesize it. The reactants are: Cl[CH:2]([C:15]1[CH:20]=[CH:19][CH:18]=[CH:17][CH:16]=1)[C:3]([NH:5][C:6]1[CH:11]=[C:10]([CH3:12])[CH:9]=[C:8]([CH3:13])[C:7]=1[OH:14])=[O:4].C(=O)([O-])[O-].[K+].[K+].Cl.O. (5) Given the product [CH3:13][CH:12]([O:4][C:3]1[CH:5]=[CH:6][CH:7]=[CH:8][C:2]=1[C:1]#[N:9])[CH:11]=[CH2:10], predict the reactants needed to synthesize it. The reactants are: [C:1](#[N:9])[C:2]1[C:3](=[CH:5][CH:6]=[CH:7][CH:8]=1)[OH:4].[CH3:10][CH:11](O)[CH:12]=[CH2:13].C1(P(C2C=CC=CC=2)C2C=CC=CC=2)C=CC=CC=1.N(C(OC(C)C)=O)=NC(OC(C)C)=O. (6) Given the product [CH2:1]([O:3][C:4](=[O:18])[CH2:5][C:6]1[CH:14]=[CH:13][CH:12]=[C:11]([N+:15]([O-:17])=[O:16])[C:7]=1[C:8]([O:10][CH3:19])=[O:9])[CH3:2], predict the reactants needed to synthesize it. The reactants are: [CH2:1]([O:3][C:4](=[O:18])[CH2:5][C:6]1[CH:14]=[CH:13][CH:12]=[C:11]([N+:15]([O-:17])=[O:16])[C:7]=1[C:8]([OH:10])=[O:9])[CH3:2].[C:19](=O)([O-])[O-].[K+].[K+].O. (7) Given the product [NH2:1][C:2]1[N:7]=[CH:6][C:5]([C:8]2[N:13]=[C:12]([N:28]3[CH2:29][CH2:30][C:26]([F:31])([F:25])[CH2:27]3)[N:11]=[C:10]([CH:15]3[CH2:18][C:17](=[O:19])[CH2:16]3)[CH:9]=2)=[CH:4][C:3]=1[O:20][CH:21]([F:23])[F:22], predict the reactants needed to synthesize it. The reactants are: [NH2:1][C:2]1[N:7]=[CH:6][C:5]([C:8]2[N:13]=[C:12](Cl)[N:11]=[C:10]([CH:15]3[CH2:18][C:17](=[O:19])[CH2:16]3)[CH:9]=2)=[CH:4][C:3]=1[O:20][CH:21]([F:23])[F:22].Cl.[F:25][C:26]1([F:31])[CH2:30][CH2:29][NH:28][CH2:27]1.C(=O)([O-])[O-].[K+].[K+].